From a dataset of Reaction yield outcomes from USPTO patents with 853,638 reactions. Predict the reaction yield, written as a fraction of the theoretical maximum amount of product (1.0 means a 100% yield; for example, 0.34 means a 34% yield). (1) The reactants are C(OC([N:8]1[CH2:13][CH2:12][N:11]([CH2:14][C:15]2[CH:20]=[CH:19][C:18]([C:21]3[NH:43][C:24]4=[N:25][CH:26]=[C:27]([Br:42])[C:28]([N:29]5[CH2:34][CH2:33][N:32]([CH2:35][C:36]6[N:37]=[C:38]([CH3:41])[S:39][CH:40]=6)[CH2:31][CH2:30]5)=[C:23]4[N:22]=3)=[CH:17][CH:16]=2)[CH2:10][CH2:9]1)=O)(C)(C)C.C(O)(C(F)(F)F)=O. The catalyst is C(Cl)Cl. The product is [Br:42][C:27]1[C:28]([N:29]2[CH2:30][CH2:31][N:32]([CH2:35][C:36]3[N:37]=[C:38]([CH3:41])[S:39][CH:40]=3)[CH2:33][CH2:34]2)=[C:23]2[N:22]=[C:21]([C:18]3[CH:19]=[CH:20][C:15]([CH2:14][N:11]4[CH2:12][CH2:13][NH:8][CH2:9][CH2:10]4)=[CH:16][CH:17]=3)[NH:43][C:24]2=[N:25][CH:26]=1. The yield is 0.910. (2) The reactants are [Cl:1][C:2]1[CH:3]=[CH:4][C:5]([S:9][CH2:10][C:11]2[CH:16]=[CH:15][C:14]([N+:17]([O-:19])=[O:18])=[CH:13][CH:12]=2)=[C:6]([CH:8]=1)[NH2:7].[O:20]1[C:24]2[CH:25]=[CH:26][CH:27]=[CH:28][C:23]=2[CH:22]=[C:21]1[S:29](Cl)(=[O:31])=[O:30]. The catalyst is N1C=CC=CC=1. The product is [Cl:1][C:2]1[CH:3]=[CH:4][C:5]([S:9][CH2:10][C:11]2[CH:16]=[CH:15][C:14]([N+:17]([O-:19])=[O:18])=[CH:13][CH:12]=2)=[C:6]([NH:7][S:29]([C:21]2[O:20][C:24]3[CH:25]=[CH:26][CH:27]=[CH:28][C:23]=3[CH:22]=2)(=[O:30])=[O:31])[CH:8]=1. The yield is 0.720.